Dataset: Experimentally validated miRNA-target interactions with 360,000+ pairs, plus equal number of negative samples. Task: Binary Classification. Given a miRNA mature sequence and a target amino acid sequence, predict their likelihood of interaction. (1) The miRNA is gga-miR-375 with sequence UUUGUUCGUUCGGCUCGCGUUA. The protein sequence of the target gene is MNLAEICENAKKGREYALLGNYDSSMVYYQGVIQQIQRHCQSLRDPATKAKWQQVRQELLEEYEQVKSIVSTLESFKMDKPPDFPVSCRDEPFRDPAVWPPPVPAEHRAPPQIRRPNREVRPLRKDVGAGARGLVGRAHQISKSDKPASRDKDYRARGRDDKARKNVQDGASDSEIPKFDGAGYDKDLVEALERDIVSRNPSIHWDDIADLEEAKKLLREAVVLPMWMPDFFKGIRRPWKGVLMVGPPGTGKTMLAKAVATECGTTFFNVSSSTLTSKYRGESEKLVRLLFEMARFYAPT.... Result: 0 (no interaction). (2) The miRNA is hsa-miR-759 with sequence GCAGAGUGCAAACAAUUUUGAC. The protein sequence of the target gene is MKGARWRRVPWVSLSCLCLCLLPHVVPGTTEDTLITGSKTAAPVTSTGSTTATLEGQSTAASSRTSNQDISASSQNHQTKSTETTSKAQTDTLTQMMTSTLFSSPSVHNVMETVTQETAPPDEMTTSFPSSVTNTLMMTSKTITMTTSTDSTLGNTEETSTAGTESSTPVTSAVSITAGQEGQSRTTSWRTSIQDTSASSQNHWTRSTQTTRESQTSTLTHRTTSTPSFSPSVHNVTGTVSQKTSPSGETATSSLCSVTNTSMMTSEKITVTTSTGSTLGNPGETSSVPVTGSLMPVTSA.... Result: 0 (no interaction).